Task: Regression/Classification. Given a drug SMILES string, predict its absorption, distribution, metabolism, or excretion properties. Task type varies by dataset: regression for continuous measurements (e.g., permeability, clearance, half-life) or binary classification for categorical outcomes (e.g., BBB penetration, CYP inhibition). For this dataset (solubility_aqsoldb), we predict Y.. Dataset: Aqueous solubility values for 9,982 compounds from the AqSolDB database (1) The drug is C[C@@H](Oc1ccc(Oc2ccc(C(F)(F)F)cn2)cc1)C(=O)O. The Y is -2.62 log mol/L. (2) The drug is O=C(O)C(F)F. The Y is 1.02 log mol/L.